The task is: Predict the product of the given reaction.. This data is from Forward reaction prediction with 1.9M reactions from USPTO patents (1976-2016). (1) Given the reactants C(O[C:4]([C:6]1[CH:11]=[C:10]([C:12]2[CH:17]=[C:16]([F:18])[CH:15]=[C:14]([F:19])[CH:13]=2)[CH:9]=[C:8]([CH3:20])[N:7]=1)=[O:5])C.[F:21][CH:22]([F:29])[C:23]1[N:24]=[C:25]([NH2:28])[S:26][CH:27]=1, predict the reaction product. The product is: [F:21][CH:22]([F:29])[C:23]1[N:24]=[C:25]([NH:28][C:4]([C:6]2[CH:11]=[C:10]([C:12]3[CH:13]=[C:14]([F:19])[CH:15]=[C:16]([F:18])[CH:17]=3)[CH:9]=[C:8]([CH3:20])[N:7]=2)=[O:5])[S:26][CH:27]=1. (2) Given the reactants [NH:1]1[CH2:6][CH2:5][CH2:4][CH2:3][C@@H:2]1[C:7]([O:9][CH3:10])=[O:8].C([O-])([O-])=O.[K+].[K+].Br[CH2:18][CH2:19][O:20][C:21]1[CH:26]=[CH:25][CH:24]=[CH:23][CH:22]=1.CCOC(C)=O, predict the reaction product. The product is: [O:20]([CH2:19][CH2:18][N:1]1[CH2:6][CH2:5][CH2:4][CH2:3][C@@H:2]1[C:7]([O:9][CH3:10])=[O:8])[C:21]1[CH:26]=[CH:25][CH:24]=[CH:23][CH:22]=1.